From a dataset of Forward reaction prediction with 1.9M reactions from USPTO patents (1976-2016). Predict the product of the given reaction. (1) The product is: [F:17][C:11]1[CH:12]=[C:13]([F:16])[CH:14]=[CH:15][C:10]=1[O:9][C:8]1[CH:7]=[CH:6][C:4]([NH2:5])=[CH:3][C:2]=1[B:21]1[O:22][C:23]([CH3:25])([CH3:24])[C:19]([CH3:35])([CH3:18])[O:20]1. Given the reactants Br[C:2]1[CH:3]=[C:4]([CH:6]=[CH:7][C:8]=1[O:9][C:10]1[CH:15]=[CH:14][C:13]([F:16])=[CH:12][C:11]=1[F:17])[NH2:5].[CH3:18][C:19]1([CH3:35])[C:23]([CH3:25])([CH3:24])[O:22][B:21]([B:21]2[O:22][C:23]([CH3:25])([CH3:24])[C:19]([CH3:35])([CH3:18])[O:20]2)[O:20]1.CC([O-])=O.[K+], predict the reaction product. (2) Given the reactants [CH:1]1([C:4]2[C:5]([O:18][CH2:19][C:20]3([CH3:27])[CH2:25][CH2:24][C:23](=[CH2:26])[CH2:22][CH2:21]3)=[CH:6][C:7]([F:17])=[C:8]([CH:16]=2)[C:9]([O:11][C:12]([CH3:15])([CH3:14])[CH3:13])=[O:10])[CH2:3][CH2:2]1.Cl[CH2:29]I.C([Zn]CC)C, predict the reaction product. The product is: [C:12]([O:11][C:9](=[O:10])[C:8]1[CH:16]=[C:4]([CH:1]2[CH2:3][CH2:2]2)[C:5]([O:18][CH2:19][C:20]2([CH3:27])[CH2:25][CH2:24][C:23]3([CH2:29][CH2:26]3)[CH2:22][CH2:21]2)=[CH:6][C:7]=1[F:17])([CH3:14])([CH3:13])[CH3:15]. (3) Given the reactants Cl[C:2]1[C:11]2[C:6](=[CH:7][CH:8]=[C:9]([Cl:12])[CH:10]=2)[N:5]=[C:4]([N:13]2[CH2:19][C:18]3[CH:20]=[CH:21][C:22]([O:24][CH3:25])=[CH:23][C:17]=3[S:16](=[O:27])(=[O:26])[CH2:15][CH2:14]2)[CH:3]=1.[O:28]1[CH2:31][C:30]([CH2:34][NH2:35])([CH2:32][NH2:33])[CH2:29]1, predict the reaction product. The product is: [NH2:33][CH2:32][C:30]1([CH2:34][NH:35][C:2]2[C:11]3[C:6](=[CH:7][CH:8]=[C:9]([Cl:12])[CH:10]=3)[N:5]=[C:4]([N:13]3[CH2:19][C:18]4[CH:20]=[CH:21][C:22]([O:24][CH3:25])=[CH:23][C:17]=4[S:16](=[O:26])(=[O:27])[CH2:15][CH2:14]3)[CH:3]=2)[CH2:31][O:28][CH2:29]1. (4) Given the reactants Br[CH2:2][C:3](Br)=[O:4].[CH2:6]([NH:8][CH2:9][CH3:10])[CH3:7].[CH:11]1([NH2:17])[CH2:16][CH2:15][CH2:14][CH2:13][CH2:12]1.[C:18]([C:22]1[CH:27]=[CH:26][C:25]([S:28](Cl)(=[O:30])=[O:29])=[CH:24][CH:23]=1)([CH3:21])([CH3:20])[CH3:19], predict the reaction product. The product is: [C:18]([C:22]1[CH:27]=[CH:26][C:25]([S:28]([N:17]([CH:11]2[CH2:16][CH2:15][CH2:14][CH2:13][CH2:12]2)[CH2:2][C:3]([N:8]([CH2:9][CH3:10])[CH2:6][CH3:7])=[O:4])(=[O:30])=[O:29])=[CH:24][CH:23]=1)([CH3:21])([CH3:19])[CH3:20]. (5) Given the reactants Br[C:2]1[CH:3]=[CH:4][C:5]2[C:14]3[C:9](=[C:10]([NH2:20])[N:11]=[C:12]([N:15]4[CH:19]=[CH:18][N:17]=[CH:16]4)[CH:13]=3)[CH:8]=[N:7][C:6]=2[CH:21]=1.[CH3:22][N:23]([CH3:27])[CH2:24][C:25]#[CH:26].C1(P(C2C=CC=CC=2)C2C=CC=CC=2)C=CC=CC=1.CN1CCCC1=O, predict the reaction product. The product is: [CH3:22][N:23]([CH3:27])[CH2:24][C:25]#[C:26][C:2]1[CH:3]=[CH:4][C:5]2[C:14]3[C:9](=[C:10]([NH2:20])[N:11]=[C:12]([N:15]4[CH:19]=[CH:18][N:17]=[CH:16]4)[CH:13]=3)[CH:8]=[N:7][C:6]=2[CH:21]=1.